From a dataset of Drug-target binding data from BindingDB using IC50 measurements. Regression. Given a target protein amino acid sequence and a drug SMILES string, predict the binding affinity score between them. We predict pIC50 (pIC50 = -log10(IC50 in M); higher means more potent). Dataset: bindingdb_ic50. (1) The drug is CC(=O)NO. The target protein (P07374) has sequence MKLSPREVEKLGLHNAGYLAQKRLARGVRLNYTEAVALIASQIMEYARDGEKTVAQLMCLGQHLLGRRQVLPAVPHLLNAVQVEATFPDGTKLVTVHDPISRENGELQEALFGSLLPVPSLDKFAETKEDNRIPGEILCEDECLTLNIGRKAVILKVTSKGDRPIQVGSHYHFIEVNPYLTFDRRKAYGMRLNIAAGTAVRFEPGDCKSVTLVSIEGNKVIRGGNAIADGPVNETNLEAAMHAVRSKGFGHEEEKDASEGFTKEDPNCPFNTFIHRKEYANKYGPTTGDKIRLGDTNLLAEIEKDYALYGDECVFGGGKVIRDGMGQSCGHPPAISLDTVITNAVIIDYTGIIKADIGIKDGLIASIGKAGNPDIMNGVFSNMIIGANTEVIAGEGLIVTAGAIDCHVHYICPQLVYEAISSGITTLVGGGTGPAAGTRATTCTPSPTQMRLMLQSTDDLPLNFGFTGKGSSSKPDELHEIIKAGAMGLKLHEDWGSTPA.... The pIC50 is 4.8. (2) The drug is O=C(NO)[C@@]1(F)[C@H](c2ccccc2)[C@H]1c1cc(Cl)c2c(c1)OCCO2. The target protein sequence is TKPRFTTGLVYDTLMLKHQCTCGSSSSHPEHAGRIQSIWSRLQETGLRGKCECIRGRKATLEELQTVHSEAHTLLYGTNPLNGSGSDSKKLLGSLASVFVRLPCGGVGVDSDTIWNEVHSAGAARLAVGCVVELVFKVATGELKNGFAVVRPPGHHAEESTPMGFCYFNSVAVAAKLLQQRLSVSKILIVDWDVHHGNGTQQAFYSDPSVLYMSLHRYDDGNFFPGSGAPDEVGTGPGVGFNVNMAFTGGLDPPMGDAEYLAAFRTVVMPIASEFAPDVVLVSSGFDAVEGHPTPLGGYNLSARCFGYLTKQLMGLAGGRIVLALEGGHDLTAICDASEACVSALLGNELDPLPEKVLQQRPNANAVRSMEKVMEIHSKYWRCLQRTTSTAGRSLIEAQTCENEEAETVT. The pIC50 is 5.2. (3) The small molecule is O=C(O)CCCCCn1c(O)c(C2C(=O)Nc3ccccc32)sc1=S. The target protein (Q29495) has sequence MSTPSVHCLKPSPLHLPSGIPGSPGRQRRHTLPANEFRCLTPEDAAGVFEIEREAFISVSGNCPLNLDEVQHFLTLCPELSLGWFVEGRLVAFIIGSLWDEERLTQESLALHRPRGHSAHLHALAVHRSFRQQGKGSVLLWRYLHHVGAQPAVRRAVLMCEDALVPFYQRFGFHPAGPCAIVVGSLTFTEMHCSLRGHAALRRNSDR. The pIC50 is 4.3.